Task: Regression/Classification. Given a drug SMILES string, predict its absorption, distribution, metabolism, or excretion properties. Task type varies by dataset: regression for continuous measurements (e.g., permeability, clearance, half-life) or binary classification for categorical outcomes (e.g., BBB penetration, CYP inhibition). Dataset: cyp2c9_veith.. Dataset: CYP2C9 inhibition data for predicting drug metabolism from PubChem BioAssay (1) The compound is CCC(C)C(NC(=O)OCc1ccccc1)C(=O)OCN1C(=O)c2ccccc2C1=O. The result is 1 (inhibitor). (2) The result is 1 (inhibitor). The drug is O=C1c2ccccc2CCCC12N=NCC2c1cccc2ccccc12. (3) The drug is COc1ccc(COC(=O)N/N=C2/C[C@@H](O)[C@@H](O)[C@H]3[C@@H]2CC[C@H]2C(=O)N(c4ccc(F)cc4F)C(=O)[C@H]32)cc1. The result is 0 (non-inhibitor). (4) The drug is c1ccc2nc(C3=NCCN3)cnc2c1. The result is 0 (non-inhibitor).